From a dataset of Reaction yield outcomes from USPTO patents with 853,638 reactions. Predict the reaction yield, written as a fraction of the theoretical maximum amount of product (1.0 means a 100% yield; for example, 0.34 means a 34% yield). (1) The reactants are [O-]CC.[Na+].C(O)C.[C:8]([O:11][CH2:12][CH3:13])(=[O:10])[CH3:9].C([O:16][C:17]([C:19]1[CH:24]=[CH:23][CH:22]=[CH:21][N:20]=1)=O)C. The catalyst is C1(C)C=CC=CC=1. The product is [CH2:12]([O:11][C:8](=[O:10])[CH2:9][C:17](=[O:16])[C:19]1[CH:24]=[CH:23][CH:22]=[CH:21][N:20]=1)[CH3:13]. The yield is 0.910. (2) The reactants are COC1C=CC(CC#N)=CC=1.C([N-]C(C)C)(C)C.[Li+].C1CCCCC1.CI.C(OC1C=CC(C(C)C#N)=CC=1)C.[CH3:41][O:42][C:43]1[CH:48]=[CH:47][C:46]([C:49]([CH3:53])([CH3:52])[C:50]#[N:51])=[CH:45][CH:44]=1.[H-].[Al+3].[Li+].[H-].[H-].[H-]. The catalyst is C1COCC1.[Cl-].[NH4+]. The product is [CH3:41][O:42][C:43]1[CH:48]=[CH:47][C:46]([C:49]([CH3:53])([CH3:52])[CH2:50][NH2:51])=[CH:45][CH:44]=1. The yield is 0.330. (3) The reactants are C[O-].[Na+].[C:4](O)(=O)[C:5](O)=O.C(NN)C.C(OC(OCC)C(=N)OC)C.[CH2:25]([O:27][CH:28]([O:35][CH2:36][CH3:37])/[C:29](=[N:33]/[NH2:34])/[NH:30][CH2:31][CH3:32])[CH3:26].Cl.C(=N)(O)C. The catalyst is C(O)(=O)C.CO. The product is [CH2:36]([O:35][CH:28]([O:27][CH2:25][CH3:26])[C:29]1[N:30]=[C:31]([CH3:32])[N:34]([CH2:4][CH3:5])[N:33]=1)[CH3:37]. The yield is 0.230. (4) The reactants are Cl.[Br:2][C:3]1[CH:8]=[CH:7][C:6]([NH:9][NH2:10])=[CH:5][CH:4]=1.[C:11]1(=O)[O:16][C:14](=[O:15])[C:13]2=[CH:17][CH:18]=[CH:19][CH:20]=[C:12]12. The yield is 0.840. The product is [Br:2][C:3]1[CH:8]=[CH:7][C:6]([NH:9][N:10]2[C:14](=[O:15])[C:13]3[C:12](=[CH:20][CH:19]=[CH:18][CH:17]=3)[C:11]2=[O:16])=[CH:5][CH:4]=1. The catalyst is C(O)(=O)C. (5) The reactants are [Cl:1][C:2]1[N:3]=[C:4]([N:14]2[CH2:19][CH2:18][O:17][CH2:16][CH2:15]2)[C:5]2[N:10]([CH3:11])[C:9](=[O:12])[CH:8]([CH3:13])[C:6]=2[N:7]=1.[CH3:20][Si](C)(C)[N-][Si](C)(C)C.[Li+].[CH2:30](Br)[CH:31]=C. The catalyst is C1COCC1. The product is [CH2:13]([C:8]1([CH3:20])[C:6]2[N:7]=[C:2]([Cl:1])[N:3]=[C:4]([N:14]3[CH2:19][CH2:18][O:17][CH2:16][CH2:15]3)[C:5]=2[N:10]([CH3:11])[C:9]1=[O:12])[CH:30]=[CH2:31]. The yield is 0.803. (6) The reactants are [Br:1][C:2]1[N:3]=[N:4][C:5](Br)=[CH:6][CH:7]=1.[CH:9]1([NH2:13])[CH2:12][CH2:11][CH2:10]1.CCN(CC)CC. The catalyst is O1CCOCC1. The product is [Br:1][C:2]1[N:3]=[N:4][C:5]([NH:13][CH:9]2[CH2:12][CH2:11][CH2:10]2)=[CH:6][CH:7]=1. The yield is 0.553. (7) The reactants are C(OC(=O)[NH:7][CH:8]([CH2:34][C:35]1[CH:40]=[CH:39][C:38]([F:41])=[CH:37][CH:36]=1)[C:9]([N:11]1[CH2:16][CH2:15][N:14]([CH:17]([C:29](=[O:31])[NH2:30])[CH2:18][C:19]2[CH:28]=[CH:27][C:26]3[C:21](=[CH:22][CH:23]=[CH:24][CH:25]=3)[CH:20]=2)[CH2:13][CH:12]1[CH2:32][CH3:33])=[O:10])(C)(C)C.[Cl:43]CCCl. The catalyst is Cl.O1CCOCC1. The product is [ClH:43].[NH2:7][CH:8]([CH2:34][C:35]1[CH:40]=[CH:39][C:38]([F:41])=[CH:37][CH:36]=1)[C:9]([N:11]1[CH2:16][CH2:15][N:14]([CH:17]([CH2:18][C:19]2[CH:28]=[CH:27][C:26]3[C:21](=[CH:22][CH:23]=[CH:24][CH:25]=3)[CH:20]=2)[C:29]([NH2:30])=[O:31])[CH2:13][CH:12]1[CH2:32][CH3:33])=[O:10]. The yield is 1.00. (8) The reactants are [CH3:1][N:2]1[C:10]2[C:5](=[C:6]([O:11][C:12]3[CH:21]=[CH:20][C:19]4[C:14](=[CH:15][CH:16]=[CH:17][CH:18]=4)[CH:13]=3)[CH:7]=[CH:8][CH:9]=2)[C:4]([C:22]2[O:26][N:25]=[C:24](N)[CH:23]=2)=[CH:3]1.S(O)(O)(=O)=O.NO.[OH-].[Na+]. The catalyst is C(O)C.O. The product is [CH3:1][N:2]1[C:10]2[C:5](=[C:6]([O:11][C:12]3[CH:21]=[CH:20][C:19]4[C:14](=[CH:15][CH:16]=[CH:17][CH:18]=4)[CH:13]=3)[CH:7]=[CH:8][CH:9]=2)[C:4]([C:22](=[O:26])[CH2:23][C:24]#[N:25])=[CH:3]1. The yield is 0.320.